Dataset: Reaction yield outcomes from USPTO patents with 853,638 reactions. Task: Predict the reaction yield, written as a fraction of the theoretical maximum amount of product (1.0 means a 100% yield; for example, 0.34 means a 34% yield). (1) The reactants are [NH2:1][C:2]1[N:7]=[C:6](OS(C2C=CC(C)=CC=2)(=O)=O)[C:5]([N+:19]([O-:21])=[O:20])=[C:4]([C:22]2[O:23][CH:24]=[CH:25][CH:26]=2)[N:3]=1.C(N(CC)CC)C.[N:34]1[CH:39]=[CH:38][CH:37]=[CH:36][C:35]=1[CH2:40][NH2:41].O. The catalyst is C(COC)OC. The product is [O:23]1[CH:24]=[CH:25][CH:26]=[C:22]1[C:4]1[N:3]=[C:2]([NH2:1])[N:7]=[C:6]([NH:41][CH2:40][C:35]2[CH:36]=[CH:37][CH:38]=[CH:39][N:34]=2)[C:5]=1[N+:19]([O-:21])=[O:20]. The yield is 0.690. (2) The reactants are [N-:1]=[N+:2]=[N-:3].[Na+].[O:5]1[C:9]([C:10]2[CH:11]=[C:12]([NH:16][C:17]3[N:26]=[CH:25][C:24]4[C:19](=[CH:20][C:21]([O:31][CH:32]5[CH2:37][CH2:36][N:35]([C:38]([O:40][C:41]([CH3:44])([CH3:43])[CH3:42])=[O:39])[CH2:34][CH2:33]5)=[C:22]([C:27]#[C:28][CH:29]=[O:30])[CH:23]=4)[N:18]=3)[CH:13]=[CH:14][CH:15]=2)=[CH:8][N:7]=[CH:6]1.OP([O-])(O)=O.[K+].C(OCC)C. The catalyst is CS(C)=O. The product is [CH:29]([C:28]1[N:1]=[N:2][NH:3][C:27]=1[C:22]1[CH:23]=[C:24]2[C:19](=[CH:20][C:21]=1[O:31][CH:32]1[CH2:33][CH2:34][N:35]([C:38]([O:40][C:41]([CH3:44])([CH3:43])[CH3:42])=[O:39])[CH2:36][CH2:37]1)[N:18]=[C:17]([NH:16][C:12]1[CH:13]=[CH:14][CH:15]=[C:10]([C:9]3[O:5][CH:6]=[N:7][CH:8]=3)[CH:11]=1)[N:26]=[CH:25]2)=[O:30]. The yield is 0.700. (3) The reactants are [NH2:1][C@@H:2]1[C:11]2[C:6](=[CH:7][CH:8]=[CH:9][CH:10]=2)[C@H:5]([OH:12])[CH2:4][CH2:3]1.[H-].[Na+].F[C:16]1[CH:17]=[CH:18][C:19]2[N:20]([C:22]([N:25]3[CH2:29][CH2:28][C@H:27]([O:30][Si:31]([CH:38]([CH3:40])[CH3:39])([CH:35]([CH3:37])[CH3:36])[CH:32]([CH3:34])[CH3:33])[CH2:26]3)=[N:23][N:24]=2)[CH:21]=1.N. The catalyst is CN(C=O)C.CO.C(Cl)Cl. The product is [CH:38]([Si:31]([CH:32]([CH3:34])[CH3:33])([CH:35]([CH3:37])[CH3:36])[O:30][C@H:27]1[CH2:28][CH2:29][N:25]([C:22]2[N:20]3[CH:21]=[C:16]([O:12][C@H:5]4[C:6]5[C:11](=[CH:10][CH:9]=[CH:8][CH:7]=5)[C@@H:2]([NH2:1])[CH2:3][CH2:4]4)[CH:17]=[CH:18][C:19]3=[N:24][N:23]=2)[CH2:26]1)([CH3:40])[CH3:39]. The yield is 0.230. (4) The reactants are CN(C(ON1N=NC2C=CC=NC1=2)=[N+](C)C)C.F[P-](F)(F)(F)(F)F.CCN(C(C)C)C(C)C.[CH2:34]([O:41][N:42]1[C:48](=[O:49])[N:47]2[CH2:50][C@H:43]1[CH2:44][CH2:45][C@H:46]2[C:51]([OH:53])=O)[C:35]1[CH:40]=[CH:39][CH:38]=[CH:37][CH:36]=1.[NH:54]([C:56](=[O:69])[CH2:57][CH:58]1[CH2:61][N:60]([C:62]([O:64][C:65]([CH3:68])([CH3:67])[CH3:66])=[O:63])[CH2:59]1)[NH2:55]. The catalyst is C(Cl)Cl. The product is [CH2:34]([O:41][N:42]1[C:48](=[O:49])[N:47]2[CH2:50][C@H:43]1[CH2:44][CH2:45][C@H:46]2[C:51]([NH:55][NH:54][C:56](=[O:69])[CH2:57][CH:58]1[CH2:61][N:60]([C:62]([O:64][C:65]([CH3:67])([CH3:66])[CH3:68])=[O:63])[CH2:59]1)=[O:53])[C:35]1[CH:36]=[CH:37][CH:38]=[CH:39][CH:40]=1. The yield is 0.930. (5) The reactants are [F:1][C:2]1[CH:7]=[C:6]([CH:8]2[CH2:12][CH2:11][CH2:10][NH:9]2)[CH:5]=[CH:4][C:3]=1[C:13]1[O:14][C:15]2[C:21]([C:22]([OH:24])=[O:23])=[CH:20][CH:19]=[CH:18][C:16]=2[N:17]=1.S(Cl)(Cl)=O.[CH3:29]O. No catalyst specified. The product is [F:1][C:2]1[CH:7]=[C:6]([CH:8]2[CH2:12][CH2:11][CH2:10][NH:9]2)[CH:5]=[CH:4][C:3]=1[C:13]1[O:14][C:15]2[C:21]([C:22]([O:24][CH3:29])=[O:23])=[CH:20][CH:19]=[CH:18][C:16]=2[N:17]=1. The yield is 0.380.